Dataset: Reaction yield outcomes from USPTO patents with 853,638 reactions. Task: Predict the reaction yield, written as a fraction of the theoretical maximum amount of product (1.0 means a 100% yield; for example, 0.34 means a 34% yield). (1) The yield is 0.500. The product is [CH:1]1([NH:6][C:7]2[N:12]=[C:11]([C:13]3[C:14]([C:23]4[CH:24]=[CH:25][C:26]([F:29])=[CH:27][CH:28]=4)=[N:15][N:16]4[CH:21]=[CH:20][C:19]([NH:22][S:31]([CH3:30])(=[O:33])=[O:32])=[CH:18][C:17]=34)[CH:10]=[CH:9][N:8]=2)[CH2:5][CH2:4][CH2:3][CH2:2]1. The catalyst is N1C=CC=CC=1.C(OCC)(=O)C. The reactants are [CH:1]1([NH:6][C:7]2[N:12]=[C:11]([C:13]3[C:14]([C:23]4[CH:28]=[CH:27][C:26]([F:29])=[CH:25][CH:24]=4)=[N:15][N:16]4[CH:21]=[CH:20][C:19]([NH2:22])=[CH:18][C:17]=34)[CH:10]=[CH:9][N:8]=2)[CH2:5][CH2:4][CH2:3][CH2:2]1.[CH3:30][S:31](Cl)(=[O:33])=[O:32].C(=O)(O)[O-]. (2) The reactants are [CH3:1][NH:2][CH2:3][CH2:4][C@H:5]([O:11][C:12]1[CH:13]=[CH:14][CH:15]=[C:16]2[CH:21]=[CH:20][CH:19]=[CH:18][C:17]=12)[C:6]1[S:10][CH:9]=[CH:8][CH:7]=1.[ClH:22]. The catalyst is CCC(C)=O. The product is [CH3:1][NH:2][CH2:3][CH2:4][C@H:5]([O:11][C:12]1[C:17]2[C:16](=[CH:21][CH:20]=[CH:19][CH:18]=2)[CH:15]=[CH:14][CH:13]=1)[C:6]1[S:10][CH:9]=[CH:8][CH:7]=1.[ClH:22]. The yield is 0.946.